From a dataset of Full USPTO retrosynthesis dataset with 1.9M reactions from patents (1976-2016). Predict the reactants needed to synthesize the given product. (1) Given the product [N:11]1([C:14]2[CH:19]=[CH:18][N:17]=[C:16]3[NH:20][CH:21]=[C:22]([NH:23][C:24](=[O:28])[CH2:25][CH2:26][CH3:27])[C:15]=23)[CH2:12][CH2:13][NH:8][CH2:9][CH2:10]1, predict the reactants needed to synthesize it. The reactants are: C([N:8]1[CH2:13][CH2:12][N:11]([C:14]2[CH:19]=[CH:18][N:17]=[C:16]3[NH:20][CH:21]=[C:22]([NH:23][C:24](=[O:28])[CH2:25][CH2:26][CH3:27])[C:15]=23)[CH2:10][CH2:9]1)C1C=CC=CC=1. (2) Given the product [Br:1][C:2]1[CH:3]=[C:4]([CH3:12])[C:5]([O:10][CH3:11])=[C:6]([CH:7]=1)[CH2:8][O:13][CH2:14][C:15]1([C:28]2[CH:29]=[CH:30][CH:31]=[CH:32][CH:33]=2)[CH2:20][CH2:19][N:18]([C:21]([O:23][C:24]([CH3:26])([CH3:27])[CH3:25])=[O:22])[CH2:17][CH2:16]1, predict the reactants needed to synthesize it. The reactants are: [Br:1][C:2]1[CH:3]=[C:4]([CH3:12])[C:5]([O:10][CH3:11])=[C:6]([CH2:8]Br)[CH:7]=1.[OH:13][CH2:14][C:15]1([C:28]2[CH:33]=[CH:32][CH:31]=[CH:30][CH:29]=2)[CH2:20][CH2:19][N:18]([C:21]([O:23][C:24]([CH3:27])([CH3:26])[CH3:25])=[O:22])[CH2:17][CH2:16]1.[H-].[Na+]. (3) Given the product [C:40]([O:39][C:37]([N:34]1[CH2:33][CH2:32][CH:31]([O:30][C:27]2[CH:26]=[N:25][C:24]([N:20]3[C:21]4[C:17](=[CH:16][C:15]([C:13]5[O:1][N:2]=[C:3]([CH:4]([CH3:6])[CH3:5])[N:7]=5)=[CH:23][CH:22]=4)[CH:18]=[CH:19]3)=[CH:29][CH:28]=2)[CH2:36][CH2:35]1)=[O:38])([CH3:43])([CH3:42])[CH3:41], predict the reactants needed to synthesize it. The reactants are: [OH:1][N:2]=[C:3]([NH2:7])[CH:4]([CH3:6])[CH3:5].[H-].[Na+].C(O[C:13]([C:15]1[CH:16]=[C:17]2[C:21](=[CH:22][CH:23]=1)[N:20]([C:24]1[CH:29]=[CH:28][C:27]([O:30][CH:31]3[CH2:36][CH2:35][N:34]([C:37]([O:39][C:40]([CH3:43])([CH3:42])[CH3:41])=[O:38])[CH2:33][CH2:32]3)=[CH:26][N:25]=1)[CH:19]=[CH:18]2)=O)C. (4) Given the product [CH3:17][O:16][C:13]1[CH:14]=[CH:15][C:10]([CH2:9][NH:8][C:5]2[CH:4]=[C:3]([C:18]([F:21])([F:20])[F:19])[C:2]([C:25]3[CH:26]=[N:27][CH:28]=[CH:29][CH:30]=3)=[N:7][CH:6]=2)=[CH:11][CH:12]=1, predict the reactants needed to synthesize it. The reactants are: Cl[C:2]1[N:7]=[CH:6][C:5]([NH:8][CH2:9][C:10]2[CH:15]=[CH:14][C:13]([O:16][CH3:17])=[CH:12][CH:11]=2)=[CH:4][C:3]=1[C:18]([F:21])([F:20])[F:19].C(B(CC)[C:25]1[CH:26]=[N:27][CH:28]=[CH:29][CH:30]=1)C.[O-]P([O-])([O-])=O.[K+].[K+].[K+].